Dataset: Full USPTO retrosynthesis dataset with 1.9M reactions from patents (1976-2016). Task: Predict the reactants needed to synthesize the given product. (1) Given the product [CH2:11]([C:4]1[S:3][C:2]2[NH:1][C:14](=[O:16])[N:40]([CH2:39][CH2:38][N:32]3[CH2:37][CH2:36][O:35][CH2:34][CH2:33]3)[C:7](=[O:9])[C:6]=2[CH:5]=1)[CH3:12], predict the reactants needed to synthesize it. The reactants are: [NH2:1][C:2]1[S:3][C:4]([CH2:11][CH3:12])=[CH:5][C:6]=1[C:7]([O:9]C)=O.Cl[C:14](Cl)([O:16]C(=O)OC(Cl)(Cl)Cl)Cl.C(N(CC)CC)C.[N:32]1([CH2:38][CH2:39][NH2:40])[CH2:37][CH2:36][O:35][CH2:34][CH2:33]1. (2) Given the product [F:33][C:27]1[CH:28]=[CH:29][CH:30]=[C:31]([F:32])[C:26]=1[CH:24]1[O:23][N:22]=[C:21]([C:19]2[N:15]=[C:14]([CH:11]3[CH2:10][CH2:9][NH:8][CH2:13][CH2:12]3)[S:16][CH:18]=2)[CH2:25]1, predict the reactants needed to synthesize it. The reactants are: C(OC([N:8]1[CH2:13][CH2:12][CH:11]([C:14](=[S:16])[NH2:15])[CH2:10][CH2:9]1)=O)(C)(C)C.Br[CH2:18][C:19]([C:21]1[CH2:25][CH:24]([C:26]2[C:31]([F:32])=[CH:30][CH:29]=[CH:28][C:27]=2[F:33])[O:23][N:22]=1)=O. (3) Given the product [ClH:1].[Cl:1][C:2]1[CH:7]=[CH:6][C:5]([C:8]2([C:11]3[CH2:15][C:14]4([CH2:19][C@@H:18]([C:20]([O:22][CH3:23])=[O:21])[NH:17][CH2:16]4)[O:13][N:12]=3)[CH2:9][CH2:10]2)=[CH:4][CH:3]=1, predict the reactants needed to synthesize it. The reactants are: [Cl:1][C:2]1[CH:7]=[CH:6][C:5]([C:8]2([C:11]3[CH2:15][C@:14]4([CH2:19][C@@H:18]([C:20]([O:22][CH3:23])=[O:21])[N:17](C(OC(C)(C)C)=O)[CH2:16]4)[O:13][N:12]=3)[CH2:10][CH2:9]2)=[CH:4][CH:3]=1.Cl. (4) Given the product [CH3:1][O:2][C:3]([C:5]1[N:6]([CH2:23][C:24]2[CH:32]=[CH:31][C:27]3[O:28][CH2:29][O:30][C:26]=3[CH:25]=2)[C:7](=[O:22])[C:8]2[C:13]([C:14]=1[C:15]1[CH:20]=[CH:19][CH:18]=[CH:17][CH:16]=1)=[CH:12][C:11]([C:33]#[N:34])=[CH:10][CH:9]=2)=[O:4], predict the reactants needed to synthesize it. The reactants are: [CH3:1][O:2][C:3]([C:5]1[N:6]([CH2:23][C:24]2[CH:32]=[CH:31][C:27]3[O:28][CH2:29][O:30][C:26]=3[CH:25]=2)[C:7](=[O:22])[C:8]2[C:13]([C:14]=1[C:15]1[CH:20]=[CH:19][CH:18]=[CH:17][CH:16]=1)=[CH:12][C:11](Br)=[CH:10][CH:9]=2)=[O:4].[CH3:33][N:34]1CCCC1=O. (5) The reactants are: [C:1]([C:5]1[CH:14]=[C:13]2[C:8]([C:9](Cl)=[N:10][C:11]([Cl:15])=[N:12]2)=[CH:7][CH:6]=1)([CH3:4])([CH3:3])[CH3:2].[N:17]1([C:23]([O:25][CH2:26][CH3:27])=[O:24])[CH2:22][CH2:21][NH:20][CH2:19][CH2:18]1. Given the product [C:1]([C:5]1[CH:14]=[C:13]2[C:8]([C:9]([N:20]3[CH2:19][CH2:18][N:17]([C:23]([O:25][CH2:26][CH3:27])=[O:24])[CH2:22][CH2:21]3)=[N:10][C:11]([Cl:15])=[N:12]2)=[CH:7][CH:6]=1)([CH3:4])([CH3:3])[CH3:2], predict the reactants needed to synthesize it. (6) Given the product [OH:25][C@@H:26]([CH2:30][C:31]1[NH:35][CH:34]=[N:33][CH:32]=1)[C:27]([N:22]1[CH2:23][CH2:24][N:19]([C:6]2[C:5]3[C:10](=[CH:11][C:2]([CH3:1])=[CH:3][CH:4]=3)[N:9]=[C:8]([C:12]3[CH:17]=[CH:16][CH:15]=[CH:14][C:13]=3[OH:18])[N:7]=2)[CH2:20][CH2:21]1)=[O:28], predict the reactants needed to synthesize it. The reactants are: [CH3:1][C:2]1[CH:11]=[C:10]2[C:5]([C:6]([N:19]3[CH2:24][CH2:23][NH:22][CH2:21][CH2:20]3)=[N:7][C:8]([C:12]3[CH:17]=[CH:16][CH:15]=[CH:14][C:13]=3[OH:18])=[N:9]2)=[CH:4][CH:3]=1.[OH:25][C@@H:26]([CH2:30][C:31]1[NH:35][CH:34]=[N:33][CH:32]=1)[C:27](O)=[O:28].C(N(CC)CC)C.F[P-](F)(F)(F)(F)F.N1(O[P+](N(C)C)(N(C)C)N(C)C)C2C=CC=CC=2N=N1.